This data is from Full USPTO retrosynthesis dataset with 1.9M reactions from patents (1976-2016). The task is: Predict the reactants needed to synthesize the given product. (1) Given the product [NH2:1][C:2]1[CH:7]=[CH:6][C:5]([I:18])=[C:4]([C:9]([O:11][CH2:12][CH2:20][CH2:21][CH2:22][CH3:23])=[O:10])[N:3]=1, predict the reactants needed to synthesize it. The reactants are: [NH2:1][C:2]1[CH:7]=[CH:6][C:5](Br)=[C:4]([C:9]([O:11][CH3:12])=[O:10])[N:3]=1.NCCCN.[I-:18].[Na+].[CH2:20](O)[CH2:21][CH2:22][CH2:23]C. (2) Given the product [ClH:1].[F:13][C:10]([F:11])([F:12])[C:8]1[CH:7]=[C:6]([C:14]#[C:15][CH2:16][N:17]2[CH2:18][CH2:19][CH2:20][CH2:21][CH2:22]2)[CH:5]=[C:4]([C:3]([F:23])([F:24])[F:2])[CH:9]=1, predict the reactants needed to synthesize it. The reactants are: [ClH:1].[F:2][C:3]([F:24])([F:23])[C:4]1[CH:5]=[C:6]([C:14]#[C:15][CH2:16][N:17]2[CH2:22][CH2:21][CH2:20][CH2:19][CH2:18]2)[CH:7]=[C:8]([C:10]([F:13])([F:12])[F:11])[CH:9]=1. (3) Given the product [CH2:1]([O:8][C:9]1[CH:10]=[CH:11][C:12]([CH2:15][C:16]2[N:18]=[N:19][N:20]([C:23]3[C:24]([NH2:29])=[N:25][CH:26]=[CH:27][CH:28]=3)[CH:17]=2)=[CH:13][CH:14]=1)[C:2]1[CH:3]=[CH:4][CH:5]=[CH:6][CH:7]=1, predict the reactants needed to synthesize it. The reactants are: [CH2:1]([O:8][C:9]1[CH:14]=[CH:13][C:12]([CH2:15][C:16]#[CH:17])=[CH:11][CH:10]=1)[C:2]1[CH:7]=[CH:6][CH:5]=[CH:4][CH:3]=1.[N-:18]=[N+:19]=[N-:20].[Na+].I[C:23]1[C:24]([NH2:29])=[N:25][CH:26]=[CH:27][CH:28]=1.CN[C@H]1CCCC[C@@H]1NC.O=C1O[C@H]([C@H](CO)O)C([O-])=C1O.[Na+]. (4) Given the product [CH3:14][C:9]1([C:6]2[S:5][C:4]([CH:23]=[O:24])=[N:8][CH:7]=2)[O:13][CH2:12][CH2:11][O:10]1, predict the reactants needed to synthesize it. The reactants are: N#N.Br[C:4]1[S:5][C:6]([C:9]2([CH3:14])[O:13][CH2:12][CH2:11][O:10]2)=[CH:7][N:8]=1.[Li]CCCC.CN([CH:23]=[O:24])C.[NH4+].[Cl-].Cl. (5) Given the product [Cl:18][C:13]1[CH:12]=[C:11]([N:7]2[C:8]([CH3:10])=[CH:9][C:5]([O:4][CH2:3][CH2:2][N:19]3[CH2:23][CH2:22][CH:21]([NH:24][C:25](=[O:27])[CH3:26])[CH2:20]3)=[N:6]2)[CH:16]=[CH:15][C:14]=1[Cl:17], predict the reactants needed to synthesize it. The reactants are: Cl[CH2:2][CH2:3][O:4][C:5]1[CH:9]=[C:8]([CH3:10])[N:7]([C:11]2[CH:16]=[CH:15][C:14]([Cl:17])=[C:13]([Cl:18])[CH:12]=2)[N:6]=1.[NH:19]1[CH2:23][CH2:22][CH:21]([NH:24][C:25](=[O:27])[CH3:26])[CH2:20]1.C([O-])([O-])=O.[K+].[K+].[Na+].[I-]. (6) Given the product [CH3:1][O:2][C:3](=[O:16])[CH2:4][O:5][C:6]1[CH:11]=[C:10]([Cl:12])[C:9]([C:13]2[NH:17][C:18]3[CH:19]=[C:20]([C:21](=[O:22])[NH:23][C:24]4[CH:29]=[CH:28][C:27]([CH3:30])=[C:26]([CH3:31])[CH:25]=4)[CH:32]=[CH:33][C:34]=3[N:35]=2)=[C:8]([Cl:15])[CH:7]=1, predict the reactants needed to synthesize it. The reactants are: [CH3:1][O:2][C:3](=[O:16])[CH2:4][O:5][C:6]1[CH:11]=[C:10]([Cl:12])[C:9]([CH:13]=O)=[C:8]([Cl:15])[CH:7]=1.[NH2:17][C:18]1[CH:19]=[C:20]([CH:32]=[CH:33][C:34]=1[NH2:35])[C:21]([NH:23][C:24]1[CH:29]=[CH:28][C:27]([CH3:30])=[C:26]([CH3:31])[CH:25]=1)=[O:22].C(S([O-])(=O)=O)(F)(F)F.C(S([O-])(=O)=O)(F)(F)F.C(S([O-])(=O)=O)(F)(F)F.[Yb+3].O. (7) Given the product [Cl:9][C:6]1[CH:5]=[CH:4][C:3]2[N:10]=[C:11]([C@@H:13]3[CH2:17][C@H:16]([F:18])[CH2:15][N:14]3[C:19]([O:21][C:22]([CH3:25])([CH3:24])[CH3:23])=[O:20])[NH:1][C:2]=2[C:7]=1[CH3:8], predict the reactants needed to synthesize it. The reactants are: [NH2:1][C:2]1[C:7]([CH3:8])=[C:6]([Cl:9])[CH:5]=[CH:4][C:3]=1[NH:10][C:11]([C@@H:13]1[CH2:17][C@H:16]([F:18])[CH2:15][N:14]1[C:19]([O:21][C:22]([CH3:25])([CH3:24])[CH3:23])=[O:20])=O.CC(O)=O. (8) Given the product [CH3:41][O:40][C:38]1[CH:37]=[C:36]([CH3:42])[N:35]=[C:34]([N:29]2[CH2:30][CH2:31][C:23]3([C:22](=[O:32])[N:21]([CH2:20][C:13]4[C:14]5[C:19](=[CH:18][CH:17]=[CH:16][CH:15]=5)[N:11]([S:1]([C:4]5[CH:10]=[CH:9][C:7]([CH3:8])=[CH:6][CH:5]=5)(=[O:2])=[O:3])[CH:12]=4)[CH2:26][CH2:25][CH2:24]3)[CH2:27][CH2:28]2)[N:39]=1, predict the reactants needed to synthesize it. The reactants are: [S:1]([N:11]1[C:19]2[C:14](=[CH:15][CH:16]=[CH:17][CH:18]=2)[C:13]([CH2:20][N:21]2[CH2:26][CH2:25][CH2:24][C:23]3([CH2:31][CH2:30][NH:29][CH2:28][CH2:27]3)[C:22]2=[O:32])=[CH:12]1)([C:4]1[CH:10]=[CH:9][C:7]([CH3:8])=[CH:6][CH:5]=1)(=[O:3])=[O:2].Cl[C:34]1[N:39]=[C:38]([O:40][CH3:41])[CH:37]=[C:36]([CH3:42])[N:35]=1.C1CCN2C(=NCCC2)CC1.